This data is from Reaction yield outcomes from USPTO patents with 853,638 reactions. The task is: Predict the reaction yield, written as a fraction of the theoretical maximum amount of product (1.0 means a 100% yield; for example, 0.34 means a 34% yield). (1) The reactants are [Br:1][C:2]1[CH:3]=[C:4]([CH:28]=[CH:29][CH:30]=1)[CH2:5][N:6]1[C:14]2[C:13](=[O:15])[N:12]([CH3:16])[C:11](=[O:17])[N:10]([CH3:18])[C:9]=2[N:8]=[C:7]1[S:19][C:20]([CH3:27])([CH:22]([OH:26])[CH2:23][CH2:24][CH3:25])[CH3:21].CC(OI1(OC(C)=O)(OC(C)=O)OC(=O)C2C=CC=CC1=2)=O. The catalyst is C(Cl)Cl. The product is [Br:1][C:2]1[CH:3]=[C:4]([CH:28]=[CH:29][CH:30]=1)[CH2:5][N:6]1[C:14]2[C:13](=[O:15])[N:12]([CH3:16])[C:11](=[O:17])[N:10]([CH3:18])[C:9]=2[N:8]=[C:7]1[S:19][C:20]([CH3:21])([C:22](=[O:26])[CH2:23][CH2:24][CH3:25])[CH3:27]. The yield is 0.600. (2) The reactants are Br[C:2]1[CH:7]=[C:6]([C:8]([CH3:11])([CH3:10])[CH3:9])[CH:5]=[C:4]([N+:12]([O-:14])=[O:13])[C:3]=1[O:15][CH3:16].[NH:17]1[CH2:21][CH2:20][CH2:19][C:18]1=[O:22].C1(P(C2C=CC=CC=2)C2C3OC4C(=CC=CC=4P(C4C=CC=CC=4)C4C=CC=CC=4)C(C)(C)C=3C=CC=2)C=CC=CC=1.C([O-])([O-])=O.[Cs+].[Cs+]. The catalyst is C1C=CC(/C=C/C(/C=C/C2C=CC=CC=2)=O)=CC=1.C1C=CC(/C=C/C(/C=C/C2C=CC=CC=2)=O)=CC=1.C1C=CC(/C=C/C(/C=C/C2C=CC=CC=2)=O)=CC=1.[Pd].[Pd]. The product is [C:8]([C:6]1[CH:5]=[C:4]([N+:12]([O-:14])=[O:13])[C:3]([O:15][CH3:16])=[C:2]([N:17]2[CH2:21][CH2:20][CH2:19][C:18]2=[O:22])[CH:7]=1)([CH3:11])([CH3:10])[CH3:9]. The yield is 0.300. (3) The reactants are [CH3:1][CH:2]1[CH2:6][CH2:5][C:4](=O)[C@@H:3]1[C:8]([O:10][CH2:11][CH3:12])=[O:9].C([O-])(=O)C.[NH4+:17]. The catalyst is CO. The product is [NH2:17][C:4]1[CH2:5][CH2:6][C@@H:2]([CH3:1])[C:3]=1[C:8]([O:10][CH2:11][CH3:12])=[O:9]. The yield is 0.970. (4) The reactants are [NH2:1][C:2]1[CH:3]=[C:4]([CH:10]=[C:11]([Br:13])[CH:12]=1)[C:5]([O:7][CH2:8]C)=[O:6].[C:14]1(=O)[CH2:18][CH2:17][CH2:16][CH2:15]1.C(O)(=O)C.C([BH3-])#N.[Na+]. The catalyst is CO. The product is [Br:13][C:11]1[CH:10]=[C:4]([CH:3]=[C:2]([NH:1][CH:14]2[CH2:18][CH2:17][CH2:16][CH2:15]2)[CH:12]=1)[C:5]([O:7][CH3:8])=[O:6]. The yield is 0.610. (5) The product is [F:16][C:17]1[CH:26]=[CH:25][C:20]([N:21]([CH2:2][C:3]2[S:7][C:6]([C:8]3[CH:15]=[CH:14][C:11]([CH:12]=[O:13])=[CH:10][CH:9]=3)=[CH:5][CH:4]=2)[CH:22]([CH3:24])[CH3:23])=[CH:19][CH:18]=1. The yield is 0.200. The catalyst is C(Cl)Cl.CCN(CC)CC.C1(C)C=CC=CC=1. The reactants are O[CH2:2][C:3]1[S:7][C:6]([C:8]2[CH:15]=[CH:14][C:11]([CH:12]=[O:13])=[CH:10][CH:9]=2)=[CH:5][CH:4]=1.[F:16][C:17]1[CH:26]=[CH:25][C:20]([NH:21][CH:22]([CH3:24])[CH3:23])=[CH:19][CH:18]=1. (6) The reactants are [CH3:1][C:2]1[S:3][C:4]([C:8]([OH:10])=O)=[C:5]([CH3:7])[N:6]=1.CN(C)C=O.C(Cl)(=O)C(Cl)=O.[NH2:22][C:23]1[CH:24]=[C:25]([CH:42]=[CH:43][C:44]=1[Cl:45])[O:26][C:27]1[CH:28]=[CH:29][C:30]2[N:31]([CH:33]=[C:34]([NH:36][C:37]([CH:39]3[CH2:41][CH2:40]3)=[O:38])[N:35]=2)[N:32]=1. The catalyst is CN(C)C(=O)C.O1CCCC1. The product is [Cl:45][C:44]1[CH:43]=[CH:42][C:25]([O:26][C:27]2[CH:28]=[CH:29][C:30]3[N:31]([CH:33]=[C:34]([NH:36][C:37]([CH:39]4[CH2:41][CH2:40]4)=[O:38])[N:35]=3)[N:32]=2)=[CH:24][C:23]=1[NH:22][C:8]([C:4]1[S:3][C:2]([CH3:1])=[N:6][C:5]=1[CH3:7])=[O:10]. The yield is 0.490.